Dataset: Forward reaction prediction with 1.9M reactions from USPTO patents (1976-2016). Task: Predict the product of the given reaction. (1) The product is: [F:20][CH:21]([F:25])[C:22]([NH:18][C:13]1[N:14]=[CH:15][C:16]2[C:11]([CH:12]=1)=[CH:10][CH:9]=[C:8]([C:6]1[CH:7]=[C:2]([F:1])[CH:3]=[CH:4][C:5]=1[CH3:19])[CH:17]=2)=[O:23]. Given the reactants [F:1][C:2]1[CH:3]=[CH:4][C:5]([CH3:19])=[C:6]([C:8]2[CH:17]=[C:16]3[C:11]([CH:12]=[C:13]([NH2:18])[N:14]=[CH:15]3)=[CH:10][CH:9]=2)[CH:7]=1.[F:20][CH:21]([F:25])[C:22](O)=[O:23].F[P-](F)(F)(F)(F)F.N1(OC(N(C)C)=[N+](C)C)C2N=CC=CC=2N=N1.O, predict the reaction product. (2) Given the reactants [CH3:1][C:2]1[CH:7]=[C:6]([C:8]2[C:16]3[C:11](=[CH:12][C:13]([N+:24]([O-:26])=O)=[C:14]([CH2:17][CH2:18][C:19]([O:21]CC)=O)[CH:15]=3)[N:10]([C:27]([C:40]3[CH:45]=[CH:44][CH:43]=[CH:42][CH:41]=3)([C:34]3[CH:39]=[CH:38][CH:37]=[CH:36][CH:35]=3)[C:28]3[CH:33]=[CH:32][CH:31]=[CH:30][CH:29]=3)[N:9]=2)[CH:5]=[CH:4][N:3]=1, predict the reaction product. The product is: [OH:26][N:24]1[C:13]2[C:14](=[CH:15][C:16]3[C:8]([C:6]4[CH:5]=[CH:4][N:3]=[C:2]([CH3:1])[CH:7]=4)=[N:9][N:10]([C:27]([C:40]4[CH:41]=[CH:42][CH:43]=[CH:44][CH:45]=4)([C:28]4[CH:29]=[CH:30][CH:31]=[CH:32][CH:33]=4)[C:34]4[CH:39]=[CH:38][CH:37]=[CH:36][CH:35]=4)[C:11]=3[CH:12]=2)[CH2:17][CH2:18][C:19]1=[O:21].